Dataset: Forward reaction prediction with 1.9M reactions from USPTO patents (1976-2016). Task: Predict the product of the given reaction. Given the reactants Br[C:2]1[CH:3]=[N:4][CH:5]=[C:6]([Br:8])[CH:7]=1.Cl.[C:10]([O:14][C:15](=[O:21])[C@@H:16]([CH:18]([CH3:20])[CH3:19])[NH2:17])([CH3:13])([CH3:12])[CH3:11].CC(C)([O-])C.[Na+].C1C=CC(P(C2C(C3C(P(C4C=CC=CC=4)C4C=CC=CC=4)=CC=C4C=3C=CC=C4)=C3C(C=CC=C3)=CC=2)C2C=CC=CC=2)=CC=1, predict the reaction product. The product is: [Br:8][C:6]1[CH:7]=[C:2]([NH:17][CH:16]([CH:18]([CH3:20])[CH3:19])[C:15]([O:14][C:10]([CH3:12])([CH3:11])[CH3:13])=[O:21])[CH:3]=[N:4][CH:5]=1.